From a dataset of Full USPTO retrosynthesis dataset with 1.9M reactions from patents (1976-2016). Predict the reactants needed to synthesize the given product. Given the product [Cl:1][C:2]1[N:7]=[C:6]2[N:8]([CH2:11][C:12]3[CH:13]=[C:14]4[C:19](=[CH:20][CH:21]=3)[N+:18]([O-:30])=[CH:17][CH:16]=[CH:15]4)[N:9]=[N:10][C:5]2=[CH:4][CH:3]=1, predict the reactants needed to synthesize it. The reactants are: [Cl:1][C:2]1[N:7]=[C:6]2[N:8]([CH2:11][C:12]3[CH:13]=[C:14]4[C:19](=[CH:20][CH:21]=3)[N:18]=[CH:17][CH:16]=[CH:15]4)[N:9]=[N:10][C:5]2=[CH:4][CH:3]=1.ClC1C=CC=C(C(OO)=[O:30])C=1.S([O-])([O-])=O.[Na+].[Na+].C(=O)([O-])[O-].[K+].[K+].